Regression. Given a peptide amino acid sequence and an MHC pseudo amino acid sequence, predict their binding affinity value. This is MHC class II binding data. From a dataset of Peptide-MHC class II binding affinity with 134,281 pairs from IEDB. (1) The peptide sequence is NKICTSKGDSARVTV. The MHC is DRB1_0701 with pseudo-sequence DRB1_0701. The binding affinity (normalized) is 0.324. (2) The peptide sequence is SQDLELSWNLNGLQAY. The MHC is DRB1_0405 with pseudo-sequence DRB1_0405. The binding affinity (normalized) is 0.142.